Dataset: Forward reaction prediction with 1.9M reactions from USPTO patents (1976-2016). Task: Predict the product of the given reaction. (1) The product is: [Cl:1][C:2]1[CH:17]=[CH:16][C:15]([Cl:18])=[CH:14][C:3]=1[O:4][C:5]1[N:13]=[CH:12][CH:11]=[CH:10][C:6]=1[C:7]([N:27]([C:22]1[CH:23]=[CH:24][CH:25]=[CH:26][C:21]=1[CH2:19][CH3:20])[CH3:28])=[O:9]. Given the reactants [Cl:1][C:2]1[CH:17]=[CH:16][C:15]([Cl:18])=[CH:14][C:3]=1[O:4][C:5]1[N:13]=[CH:12][CH:11]=[CH:10][C:6]=1[C:7]([OH:9])=O.[CH2:19]([C:21]1[CH:26]=[CH:25][CH:24]=[CH:23][C:22]=1[NH2:27])[CH3:20].[CH2:28](N(CC)CC)C.[I-].ClC1C=CC=C[N+]=1C.[H-].[Na+].IC, predict the reaction product. (2) The product is: [CH3:25][O:24][C:19]1[C:18]([C:17]2[CH:16]=[CH:15][N:14]=[CH:13][C:12]=2[N:11]([CH2:26][C:27]([O:29][CH3:30])=[O:28])[C:44](=[O:46])[C:43]2[CH:47]=[C:48]([C:50]([F:53])([F:52])[F:51])[N:49]=[C:41]([C:40]([F:39])([F:55])[F:54])[CH:42]=2)=[CH:23][CH:22]=[CH:21][N:20]=1. Given the reactants CN(C)S(C1C=C(C=C(C(F)(F)F)C=1)C([N:11]([CH2:26][C:27]([O:29][CH3:30])=[O:28])[C:12]1[CH:13]=[N:14][CH:15]=[CH:16][C:17]=1[C:18]1[C:19]([O:24][CH3:25])=[N:20][CH:21]=[CH:22][CH:23]=1)=O)(=O)=O.[F:39][C:40]([F:55])([F:54])[C:41]1[CH:42]=[C:43]([CH:47]=[C:48]([C:50]([F:53])([F:52])[F:51])[N:49]=1)[C:44]([OH:46])=O, predict the reaction product. (3) Given the reactants C([N:5]1[C:9](=O)[N:8]2[CH:11]=[CH:12][N:13]=[C:7]2[S:6]1)CCC.[S:14](C#N)([C:17]1[CH:23]=[CH:22][C:20]([CH3:21])=[CH:19][CH:18]=1)(=[O:16])=[O:15], predict the reaction product. The product is: [CH3:21][C:20]1[CH:22]=[CH:23][C:17]([S:14]([C:9]2[N:8]3[CH:11]=[CH:12][N:13]=[C:7]3[S:6][N:5]=2)(=[O:16])=[O:15])=[CH:18][CH:19]=1. (4) Given the reactants [NH:1]1[CH2:6][CH2:5][O:4][CH2:3][CH2:2]1.[C:7]([CH2:9][C:10](OC)=[O:11])#[N:8], predict the reaction product. The product is: [N:1]1([C:10](=[O:11])[CH2:9][C:7]#[N:8])[CH2:6][CH2:5][O:4][CH2:3][CH2:2]1. (5) Given the reactants [C:1]1(C2C=CC=CC=2O)C=CC=C[CH:2]=1.C(=O)([O-])[O-].[Cs+].[Cs+].[C:20]([O:26][CH2:27][CH3:28])(=[O:25])[CH2:21][C:22]([O-:24])=[O:23].[Cl:29][C:30]1[CH:35]=[C:34]([F:36])[C:33](I)=[CH:32][C:31]=1[F:38].O1CCCC1, predict the reaction product. The product is: [Cl:29][C:30]1[C:31]([F:38])=[CH:32][C:33]([CH:21]([C:22]([O:24][CH2:1][CH3:2])=[O:23])[C:20]([O:26][CH2:27][CH3:28])=[O:25])=[C:34]([F:36])[CH:35]=1. (6) Given the reactants [N+:1]([C:4]1[CH:9]=[CH:8][CH:7]=[C:6]([N+:10]([O-])=O)[C:5]=1[NH:13][CH2:14][C:15]([O:17]CC)=O)([O-])=O, predict the reaction product. The product is: [NH2:1][C:4]1[CH:9]=[CH:8][CH:7]=[C:6]2[C:5]=1[N:13]=[CH:14][C:15](=[O:17])[NH:10]2. (7) The product is: [CH3:13][C:14]1([CH3:49])[CH2:18][C:17]2[CH:19]=[C:20]([C:23]3[C:28](=[O:29])[N:27]([CH2:30][C:31]4[CH:36]=[CH:35][C:34]([C:37]5[CH:42]=[CH:41][CH:40]=[CH:39][C:38]=5[C:43]5[NH:3][C:4](=[O:7])[O:5][N:44]=5)=[CH:33][CH:32]=4)[C:26]([CH2:45][CH2:46][CH3:47])=[N:25][C:24]=3[CH3:48])[CH:21]=[CH:22][C:16]=2[O:15]1. Given the reactants [Cl-].O[NH3+:3].[C:4](=[O:7])([O-])[OH:5].[Na+].CS(C)=O.[CH3:13][C:14]1([CH3:49])[CH2:18][C:17]2[CH:19]=[C:20]([C:23]3[C:28](=[O:29])[N:27]([CH2:30][C:31]4[CH:36]=[CH:35][C:34]([C:37]5[C:38]([C:43]#[N:44])=[CH:39][CH:40]=[CH:41][CH:42]=5)=[CH:33][CH:32]=4)[C:26]([CH2:45][CH2:46][CH3:47])=[N:25][C:24]=3[CH3:48])[CH:21]=[CH:22][C:16]=2[O:15]1, predict the reaction product. (8) Given the reactants [NH2:1][C:2]1[CH:13]=[C:12]([C:14]([F:17])([F:16])[F:15])[CH:11]=[CH:10][C:3]=1[C:4]([N:6]([O:8][CH3:9])[CH3:7])=[O:5].[CH:18](=O)[CH3:19].C(O[BH3-])(=O)C.[Na+], predict the reaction product. The product is: [CH2:18]([NH:1][C:2]1[CH:13]=[C:12]([C:14]([F:15])([F:16])[F:17])[CH:11]=[CH:10][C:3]=1[C:4]([N:6]([O:8][CH3:9])[CH3:7])=[O:5])[CH3:19]. (9) Given the reactants [NH:1]1[CH2:6][CH2:5][NH:4][CH2:3][CH2:2]1.[NH2:7][C:8]1[CH:13]=[CH:12][C:11]([CH2:14][C:15]([OH:17])=O)=[CH:10][CH:9]=1.C1CCC(N=C=NC2CCCCC2)CC1.C1C=CC2N(O)N=NC=2C=1.[C:43]1([CH2:49][C:50](O)=[O:51])[CH:48]=[CH:47][CH:46]=[CH:45][CH:44]=1, predict the reaction product. The product is: [C:43]1([CH2:49][C:50]([N:1]2[CH2:6][CH2:5][N:4]([C:15](=[O:17])[CH2:14][C:11]3[CH:10]=[CH:9][C:8]([NH2:7])=[CH:13][CH:12]=3)[CH2:3][CH2:2]2)=[O:51])[CH:48]=[CH:47][CH:46]=[CH:45][CH:44]=1.